This data is from NCI-60 drug combinations with 297,098 pairs across 59 cell lines. The task is: Regression. Given two drug SMILES strings and cell line genomic features, predict the synergy score measuring deviation from expected non-interaction effect. (1) Drug 1: C1=CC(=C2C(=C1NCCNCCO)C(=O)C3=C(C=CC(=C3C2=O)O)O)NCCNCCO. Drug 2: CS(=O)(=O)OCCCCOS(=O)(=O)C. Cell line: COLO 205. Synergy scores: CSS=63.5, Synergy_ZIP=3.55, Synergy_Bliss=7.01, Synergy_Loewe=0.186, Synergy_HSA=10.2. (2) Drug 1: C1CN(CCN1C(=O)CCBr)C(=O)CCBr. Drug 2: CC(C)NC(=O)C1=CC=C(C=C1)CNNC.Cl. Cell line: K-562. Synergy scores: CSS=34.9, Synergy_ZIP=-6.54, Synergy_Bliss=-1.02, Synergy_Loewe=-3.37, Synergy_HSA=0.856.